This data is from Forward reaction prediction with 1.9M reactions from USPTO patents (1976-2016). The task is: Predict the product of the given reaction. (1) Given the reactants S(Cl)([Cl:3])=O.[CH3:5][C:6]([N:11]1[C:15](=[O:16])[C:14]2=[CH:17][CH:18]=[CH:19][CH:20]=[C:13]2[C:12]1=[O:21])([CH3:10])[C:7](O)=[O:8], predict the reaction product. The product is: [CH3:5][C:6]([N:11]1[C:15](=[O:16])[C:14]2=[CH:17][CH:18]=[CH:19][CH:20]=[C:13]2[C:12]1=[O:21])([CH3:10])[C:7]([Cl:3])=[O:8]. (2) Given the reactants O.NN.[CH2:4]([O:6][C:7]([C:9]1[N:10]([CH3:22])[C:11]2[C:16]([C:17]=1[Cl:18])=[CH:15][C:14]([N+:19]([O-])=O)=[CH:13][CH:12]=2)=[O:8])[CH3:5], predict the reaction product. The product is: [CH2:4]([O:6][C:7]([C:9]1[N:10]([CH3:22])[C:11]2[C:16]([C:17]=1[Cl:18])=[CH:15][C:14]([NH2:19])=[CH:13][CH:12]=2)=[O:8])[CH3:5]. (3) The product is: [Cl:1][CH2:2][C:3]1[CH:4]=[CH:5][C:6]([CH2:9][C:10]([NH:21][NH:20][C:19]([O:23][C:24]([CH3:27])([CH3:26])[CH3:25])=[O:22])=[O:12])=[CH:7][CH:8]=1. Given the reactants [Cl:1][CH2:2][C:3]1[CH:8]=[CH:7][C:6]([CH2:9][C:10]([OH:12])=O)=[CH:5][CH:4]=1.C(Cl)(=O)C(Cl)=O.[C:19]([O:23][C:24]([CH3:27])([CH3:26])[CH3:25])(=[O:22])[NH:20][NH2:21].C(N(CC)C(C)C)(C)C, predict the reaction product. (4) Given the reactants [C:1]([NH:4][NH:5][C:6]([C:8]1[C:17]([C@@H:18]([N:20]2[C:28](=[O:29])[C:27]3[C:22](=[CH:23][CH:24]=[CH:25][CH:26]=3)[C:21]2=[O:30])[CH3:19])=[CH:16][C:15]2[C:10](=[C:11]([Cl:31])[CH:12]=[CH:13][CH:14]=2)[N:9]=1)=O)(=O)[CH3:2].COC1C=CC(P2(SP(C3C=CC(OC)=CC=3)(=S)S2)=[S:41])=CC=1, predict the reaction product. The product is: [Cl:31][C:11]1[CH:12]=[CH:13][CH:14]=[C:15]2[C:10]=1[N:9]=[C:8]([C:6]1[S:41][C:1]([CH3:2])=[N:4][N:5]=1)[C:17]([C@@H:18]([N:20]1[C:28](=[O:29])[C:27]3[C:22](=[CH:23][CH:24]=[CH:25][CH:26]=3)[C:21]1=[O:30])[CH3:19])=[CH:16]2.